From a dataset of Full USPTO retrosynthesis dataset with 1.9M reactions from patents (1976-2016). Predict the reactants needed to synthesize the given product. (1) Given the product [CH2:12]([O:15][CH2:16][O:4][C:3]1[CH:5]=[CH:6][CH:7]=[CH:8][C:2]=1[C:1]([O:10][CH3:11])=[O:9])[CH2:13][CH3:14], predict the reactants needed to synthesize it. The reactants are: [C:1]([O:10][CH3:11])(=[O:9])[C:2]1[C:3](=[CH:5][CH:6]=[CH:7][CH:8]=1)[OH:4].[CH2:12]([O:15][CH2:16]Cl)[CH2:13][CH3:14].C(=O)([O-])[O-].[K+].[K+].C(OCC)(=O)C. (2) Given the product [C:35]([N:21]1[C@@H:22]([CH2:24][N:25]([CH3:27])[CH3:26])[CH2:23][C@@H:19]2[C:18]3[CH:28]=[CH:29][CH:30]=[CH:31][C:17]=3[CH2:16][C:15]3[CH:32]=[CH:33][C:12]([F:11])=[CH:13][C:14]=3[C@@H:20]12)#[N:34], predict the reactants needed to synthesize it. The reactants are: C(C1C=CC=CC=1C=C)=C.[F:11][C:12]1[CH:33]=[CH:32][C:15]2[CH2:16][C:17]3[CH:31]=[CH:30][CH:29]=[CH:28][C:18]=3[C@H:19]3[CH2:23][C@H:22]([CH2:24][N:25]([CH3:27])[CH3:26])[NH:21][C@@H:20]3[C:14]=2[CH:13]=1.[N:34]#[C:35]Br. (3) Given the product [CH:8]1([C:5]2[N:6]=[CH:7][C:2]([NH:1][C:31](=[O:30])[CH3:32])=[CH:3][C:4]=2[C:11]2[C:19]3[NH:18][C:17](=[O:20])[NH:16][C:15]=3[CH:14]=[C:13]([C:21]3[C:22]([CH3:27])=[N:23][O:24][C:25]=3[CH3:26])[CH:12]=2)[CH2:9][CH2:10]1, predict the reactants needed to synthesize it. The reactants are: [NH2:1][C:2]1[CH:3]=[C:4]([C:11]2[C:19]3[NH:18][C:17](=[O:20])[NH:16][C:15]=3[CH:14]=[C:13]([C:21]3[C:22]([CH3:27])=[N:23][O:24][C:25]=3[CH3:26])[CH:12]=2)[C:5]([CH:8]2[CH2:10][CH2:9]2)=[N:6][CH:7]=1.N([O:30][C:31](C)(C)[CH3:32])=O.